Dataset: Full USPTO retrosynthesis dataset with 1.9M reactions from patents (1976-2016). Task: Predict the reactants needed to synthesize the given product. (1) The reactants are: [F:1][C:2]1[CH:26]=[CH:25][C:5]([O:6][CH2:7][C:8]2[N:9]=[C:10]3[S:17][C:16]([CH3:18])=[C:15]([CH:19]4[CH2:21][CH:20]4[C:22]([OH:24])=O)[N:11]3[C:12](=[O:14])[CH:13]=2)=[CH:4][CH:3]=1.C([N:29](CC)CC)C.CC(OC(Cl)=O)C.[OH-].[NH4+]. Given the product [F:1][C:2]1[CH:3]=[CH:4][C:5]([O:6][CH2:7][C:8]2[N:9]=[C:10]3[S:17][C:16]([CH3:18])=[C:15]([CH:19]4[CH2:21][CH:20]4[C:22]([NH2:29])=[O:24])[N:11]3[C:12](=[O:14])[CH:13]=2)=[CH:25][CH:26]=1, predict the reactants needed to synthesize it. (2) Given the product [Cl:1][C:2]1[CH:3]=[C:4](/[C:9](=[N:18]/[S@:16]([C:13]([CH3:15])([CH3:14])[CH3:12])=[O:17])/[CH3:10])[CH:5]=[C:6]([Cl:8])[CH:7]=1, predict the reactants needed to synthesize it. The reactants are: [Cl:1][C:2]1[CH:3]=[C:4]([C:9](=O)[CH3:10])[CH:5]=[C:6]([Cl:8])[CH:7]=1.[CH3:12][C:13]([S@@:16]([NH2:18])=[O:17])([CH3:15])[CH3:14].C(OCC)(=O)C. (3) Given the product [CH3:31][C:24]1([CH3:32])[C:25]2[C:26](=[N:27][CH:28]=[CH:29][CH:30]=2)[N:22]([C:19]2[CH:20]=[CH:21][C:16]([O:15][C:3]3[N:2]([CH3:1])[C:6]4=[N:7][CH:8]=[CH:9][CH:10]=[C:5]4[N:4]=3)=[CH:17][CH:18]=2)[C:23]1=[O:33], predict the reactants needed to synthesize it. The reactants are: [CH3:1][N:2]1[C:6]2=[N:7][CH:8]=[CH:9][CH:10]=[C:5]2[N:4]=[C:3]1S(C)(=O)=O.[OH:15][C:16]1[CH:21]=[CH:20][C:19]([N:22]2[C:26]3=[N:27][CH:28]=[CH:29][CH:30]=[C:25]3[C:24]([CH3:32])([CH3:31])[C:23]2=[O:33])=[CH:18][CH:17]=1.[H-].[Na+]. (4) Given the product [F:18][C:2]([F:1])([F:17])[O:3][C:4]1[CH:9]=[CH:8][C:7]([C:10]2[C:14]([NH2:15])=[N:13][N:12]3[CH:23]=[CH:22][CH:21]=[N:16][C:11]=23)=[CH:6][CH:5]=1, predict the reactants needed to synthesize it. The reactants are: [F:1][C:2]([F:18])([F:17])[O:3][C:4]1[CH:9]=[CH:8][C:7]([C:10]2[C:11]([NH2:16])=[N:12][NH:13][C:14]=2[NH2:15])=[CH:6][CH:5]=1.CN(C)[CH:21]=[CH:22][CH:23]=O.